Dataset: Forward reaction prediction with 1.9M reactions from USPTO patents (1976-2016). Task: Predict the product of the given reaction. (1) Given the reactants [CH2:1]([O:3][C:4]([CH:6]1[CH2:10][CH2:9][CH2:8][C:7]1=O)=[O:5])[CH3:2].Cl.[CH:13]1([CH2:17][NH2:18])[CH2:16][CH2:15][CH2:14]1.C([O-])(=O)C.[Na+].C([BH3-])#N.[Na+].C(=O)(O)[O-].[Na+], predict the reaction product. The product is: [CH2:1]([O:3][C:4]([CH:6]1[CH2:10][CH2:9][CH2:8][CH:7]1[NH:18][CH2:17][CH:13]1[CH2:16][CH2:15][CH2:14]1)=[O:5])[CH3:2]. (2) Given the reactants [OH:1][C@H:2]([CH3:24])[C@H:3]([NH:8][C:9](=[O:23])[C:10]1[CH:15]=[CH:14][C:13]([C:16]#[C:17][C:18]#[C:19][CH2:20][CH2:21][OH:22])=[CH:12][CH:11]=1)[C:4](OC)=[O:5].[NH2:25][OH:26], predict the reaction product. The product is: [OH:1][C@H:2]([CH3:24])[C@H:3]([NH:8][C:9](=[O:23])[C:10]1[CH:15]=[CH:14][C:13]([C:16]#[C:17][C:18]#[C:19][CH2:20][CH2:21][OH:22])=[CH:12][CH:11]=1)[C:4]([NH:25][OH:26])=[O:5]. (3) Given the reactants C([C:8]1[CH:33]=[CH:32][C:11]([CH2:12][N:13]([C:22]2[CH:23]=[CH:24][C:25]([OH:31])=[C:26]([CH:30]=2)[C:27]([OH:29])=[O:28])[C:14](=[O:21])C2C=CN=CC=2)=[CH:10][CH:9]=1)CCCCCC.[CH3:34][C:35]#[N:36], predict the reaction product. The product is: [CH2:25]([C:8]1[CH:9]=[CH:10][C:11]([CH2:12][N:13]([C:22]2[CH:23]=[CH:24][C:25]([OH:31])=[C:26]([CH:30]=2)[C:27]([OH:29])=[O:28])[C:14](=[O:21])[C:34]2[CH:33]=[CH:8][CH:9]=[N:36][CH:35]=2)=[CH:32][CH:33]=1)[CH2:24][CH2:23][CH2:22][CH2:30][CH2:26][CH3:27]. (4) Given the reactants [CH3:1][O:2][C:3]([C@@H:5]([NH:13][C:14]([C@@H:16]([NH2:21])[CH2:17][C:18]([OH:20])=[O:19])=[O:15])[CH2:6][C:7]1[CH:8]=[CH:9][CH:10]=[CH:11][CH:12]=1)=[O:4].[C:22]([CH2:26][C:27](O)=O)([CH3:25])([CH3:24])[CH3:23].CC(C)(C)CC=O, predict the reaction product. The product is: [CH3:23][C:22]([CH2:26][CH2:27][NH:21][C@H:16]([C:14]([NH:13][C@H:5]([C:3]([O:2][CH3:1])=[O:4])[CH2:6][C:7]1[CH:12]=[CH:11][CH:10]=[CH:9][CH:8]=1)=[O:15])[CH2:17][C:18]([OH:20])=[O:19])([CH3:25])[CH3:24]. (5) The product is: [OH-:2].[Mn+2:18].[Co+2:12].[Ni+2:6].[OH-:8].[OH-:14].[OH-:21].[OH-:2].[OH-:2]. Given the reactants S([O-])([O-])(=O)=[O:2].[Ni+2:6].S([O-])([O-])(=O)=[O:8].[Co+2:12].S([O-])([O-])(=O)=[O:14].[Mn+2:18].[Ni].[NH4+].[OH-:21].[OH-].[Na+], predict the reaction product.